From a dataset of Full USPTO retrosynthesis dataset with 1.9M reactions from patents (1976-2016). Predict the reactants needed to synthesize the given product. (1) The reactants are: [NH2:1][C:2]1[CH:11]=[CH:10][C:5]2=[N:6][C:7](=[O:9])[N:8]=[C:4]2[CH:3]=1.C(N(CC)CC)C.[CH2:19]([CH:29](CCCCCCCCCCCC)[C:30](Cl)=[O:31])[CH2:20][CH2:21][CH2:22][CH2:23][CH2:24][CH2:25][CH2:26][CH2:27][CH3:28]. Given the product [C:30]([NH:1][C:2]1[CH:11]=[CH:10][C:5]2=[N:6][C:7](=[O:9])[N:8]=[C:4]2[CH:3]=1)(=[O:31])[CH2:29][CH2:19][CH2:20][CH2:21][CH2:22][CH2:23][CH2:24][CH2:25][CH2:26][CH2:27][CH3:28], predict the reactants needed to synthesize it. (2) Given the product [CH3:27][O:28][C:29]1[N:34]=[CH:33][C:32]([C:2]2[CH:7]=[CH:6][C:5]([C:8]([N:10]3[CH2:14][CH2:13][CH2:12][C@H:11]3[CH2:15][N:16]3[CH2:20][CH2:19][CH2:18][CH2:17]3)=[O:9])=[CH:4][CH:3]=2)=[CH:31][N:30]=1, predict the reactants needed to synthesize it. The reactants are: Br[C:2]1[CH:7]=[CH:6][C:5]([C:8]([N:10]2[CH2:14][CH2:13][CH2:12][C@H:11]2[CH2:15][N:16]2[CH2:20][CH2:19][CH2:18][CH2:17]2)=[O:9])=[CH:4][CH:3]=1.C(=O)([O-])[O-].[Na+].[Na+].[CH3:27][O:28][C:29]1[N:34]=[CH:33][C:32](B(O)O)=[CH:31][N:30]=1. (3) Given the product [Br:13][C:10]1[CH:11]=[CH:12][C:7]([O:6][CH2:5][C:4]([C:3]([O:2][CH3:1])=[O:18])([CH3:17])[CH3:16])=[C:8]([CH:14]=[N:36][C:34]([O:43][Si:20]([CH3:22])([CH3:21])[CH3:19])=[CH2:35])[CH:9]=1, predict the reactants needed to synthesize it. The reactants are: [CH3:1][O:2][C:3](=[O:18])[C:4]([CH3:17])([CH3:16])[CH2:5][O:6][C:7]1[CH:12]=[CH:11][C:10]([Br:13])=[CH:9][C:8]=1[CH:14]=O.[CH3:19][Si:20]([N-][Si:20]([CH3:22])([CH3:21])[CH3:19])([CH3:22])[CH3:21].[Li+].C[Si](Cl)(C)C.[CH2:34]([N:36](CC)CC)[CH3:35].C(Cl)(=[O:43])C. (4) The reactants are: [NH2:1][C:2]1[S:3][C:4]2[CH:10]=[C:9]([C:11]3[O:15][C:14]([NH:16][S:17]([C:20]4[CH:25]=[CH:24][C:23]([F:26])=[CH:22][CH:21]=4)(=[O:19])=[O:18])=[N:13][N:12]=3)[CH:8]=[CH:7][C:5]=2[N:6]=1.[CH3:27][C:28](OC(C)=O)=[O:29]. Given the product [F:26][C:23]1[CH:22]=[CH:21][C:20]([S:17]([NH:16][C:14]2[O:15][C:11]([C:9]3[CH:8]=[CH:7][C:5]4[N:6]=[C:2]([NH:1][C:28](=[O:29])[CH3:27])[S:3][C:4]=4[CH:10]=3)=[N:12][N:13]=2)(=[O:18])=[O:19])=[CH:25][CH:24]=1, predict the reactants needed to synthesize it. (5) Given the product [Br:1][C:2]1[CH:10]=[CH:9][C:5]([C:6]([NH:26][C:25]2[CH:27]=[CH:28][CH:29]=[CH:30][C:24]=2[C:23]([OH:32])=[O:31])=[O:8])=[CH:4][C:3]=1[S:11](=[O:13])(=[O:12])[NH:15][C:16]1[CH:21]=[N:20][C:19]([Cl:22])=[CH:18][CH:17]=1, predict the reactants needed to synthesize it. The reactants are: [Br:1][C:2]1[CH:10]=[CH:9][C:5]([C:6]([OH:8])=O)=[CH:4][C:3]=1[S:11](Cl)(=[O:13])=[O:12].[NH2:15][C:16]1[CH:17]=[CH:18][C:19]([Cl:22])=[N:20][CH:21]=1.[C:23]([O:32]C)(=[O:31])[C:24]1[C:25](=[CH:27][CH:28]=[CH:29][CH:30]=1)[NH2:26]. (6) Given the product [CH3:1][O:2][C:3]1[CH:4]=[CH:5][CH:6]=[C:7]2[C:11]=1[C:10](=[O:12])[N:9]([CH3:20])[C:8]2([CH3:14])[CH3:13], predict the reactants needed to synthesize it. The reactants are: [CH3:1][O:2][C:3]1[CH:4]=[CH:5][CH:6]=[C:7]2[C:11]=1[C:10](=[O:12])[NH:9][C:8]2([CH3:14])[CH3:13].[H-].[Na+].CI.O.[C:20](C#N)(C)=O.